From a dataset of Cav3 T-type calcium channel HTS with 100,875 compounds. Binary Classification. Given a drug SMILES string, predict its activity (active/inactive) in a high-throughput screening assay against a specified biological target. (1) The drug is O(C(=O)CNc1n2c(nc1c1ccc(O)cc1)cccc2)CC. The result is 0 (inactive). (2) The drug is Cl\C(Cl)=C/c1oc(=O)c(c(CC)c1)C. The result is 0 (inactive). (3) The compound is O(CC(=O)NN1Cc2c(C1=N)cccc2)c1c(OCC)cccc1. The result is 0 (inactive). (4) The compound is S1\C(N(CC(=O)Nc2cc(OC)c(OC)cc2)C(=O)C1)=C/C(OCC)=O. The result is 0 (inactive). (5) The drug is O(Cc1c(onc1C)C)c1cc(C(=O)Nc2ccc(OCc3ccccc3)cc2)ccc1. The result is 0 (inactive).